Dataset: Full USPTO retrosynthesis dataset with 1.9M reactions from patents (1976-2016). Task: Predict the reactants needed to synthesize the given product. The reactants are: [Br:1][C:2]1[N:6]([CH3:7])[N:5]=[CH:4][C:3]=1[C:8]1[N:9]=[C:10]([CH3:21])[N:11]([NH:13]C(=O)OC(C)(C)C)[CH:12]=1.[F:22][C:23]([F:28])([F:27])[C:24]([OH:26])=[O:25]. Given the product [F:22][C:23]([F:28])([F:27])[C:24]([OH:26])=[O:25].[Br:1][C:2]1[N:6]([CH3:7])[N:5]=[CH:4][C:3]=1[C:8]1[N:9]=[C:10]([CH3:21])[N:11]([NH2:13])[CH:12]=1, predict the reactants needed to synthesize it.